Task: Predict the reactants needed to synthesize the given product.. Dataset: Full USPTO retrosynthesis dataset with 1.9M reactions from patents (1976-2016) (1) Given the product [Br:5][C:6]1[N:10]2[N:11]=[C:12]([NH:15][CH2:16][CH2:17][CH2:18][N:19]([CH:20]([CH3:22])[CH3:21])[C:1](=[O:3])[CH3:2])[CH:13]=[CH:14][C:9]2=[N:8][CH:7]=1, predict the reactants needed to synthesize it. The reactants are: [C:1](Cl)(=[O:3])[CH3:2].[Br:5][C:6]1[N:10]2[N:11]=[C:12]([NH:15][CH2:16][CH2:17][CH2:18][NH:19][CH:20]([CH3:22])[CH3:21])[CH:13]=[CH:14][C:9]2=[N:8][CH:7]=1. (2) Given the product [CH2:14]([NH:21][CH2:13][CH:8]([C:5]1[CH:4]=[CH:3][C:2]([Br:1])=[CH:7][CH:6]=1)[C:9]([O:11][CH3:12])=[O:10])[C:15]1[CH:20]=[CH:19][CH:18]=[CH:17][CH:16]=1, predict the reactants needed to synthesize it. The reactants are: [Br:1][C:2]1[CH:7]=[CH:6][C:5]([C:8](=[CH2:13])[C:9]([O:11][CH3:12])=[O:10])=[CH:4][CH:3]=1.[CH2:14]([NH2:21])[C:15]1[CH:20]=[CH:19][CH:18]=[CH:17][CH:16]=1.